Dataset: Full USPTO retrosynthesis dataset with 1.9M reactions from patents (1976-2016). Task: Predict the reactants needed to synthesize the given product. Given the product [C:1]([O:4][C@@H:5]1[CH2:9][C@@H:8]([CH2:10][OH:11])[O:7][C@H:6]1[N:19]1[CH:27]=[N:26][C:25]2[C:20]1=[N:21][CH:22]=[N:23][C:24]=2[NH2:28])(=[O:3])[CH3:2], predict the reactants needed to synthesize it. The reactants are: [C:1]([O:4][C@@H:5]1[CH2:9][C@@H:8]([CH2:10][O:11][Si](C(C)(C)C)(C)C)[O:7][C@H:6]1[N:19]1[CH:27]=[N:26][C:25]2[C:20]1=[N:21][CH:22]=[N:23][C:24]=2[NH2:28])(=[O:3])[CH3:2].